Dataset: Forward reaction prediction with 1.9M reactions from USPTO patents (1976-2016). Task: Predict the product of the given reaction. (1) Given the reactants Br[CH2:2][CH2:3][C:4]1[CH:9]=[CH:8][C:7]([Cl:10])=[CH:6][CH:5]=1.[NH:11]([C:13]1[CH:22]=[CH:21][C:16]([C:17]([O:19]C)=[O:18])=[CH:15][CH:14]=1)N.[CH3:23][N:24]1[CH2:29][CH2:28][C:27](=O)[CH2:26][CH2:25]1, predict the reaction product. The product is: [Cl:10][C:7]1[CH:8]=[CH:9][C:4]([CH2:3][CH2:2][CH:25]2[C:26]3[C:14]4[CH:15]=[C:16]([C:17]([OH:19])=[O:18])[CH:21]=[CH:22][C:13]=4[NH:11][C:27]=3[CH2:28][CH2:29][N:24]2[CH3:23])=[CH:5][CH:6]=1. (2) Given the reactants [CH3:1][C:2]1[NH:3][C:4](=[O:26])[C:5]([CH2:11][C:12]2[CH:17]=[CH:16][C:15]([C:18]3[C:19]([C:24]#[N:25])=[CH:20][CH:21]=[CH:22][CH:23]=3)=[CH:14][CH:13]=2)=[C:6]([CH2:8][CH2:9][CH3:10])[N:7]=1.N(C(N1CCCCC1)=O)=NC(N1CCCCC1)=O.C(P(CCCC)CCCC)CCC.[Si:58]([O:65][CH2:66][C:67]1[CH:68]=[CH:69][C:70]([CH2:73]O)=[N:71][CH:72]=1)([C:61]([CH3:64])([CH3:63])[CH3:62])([CH3:60])[CH3:59], predict the reaction product. The product is: [Si:58]([O:65][CH2:66][C:67]1[CH:68]=[CH:69][C:70]([CH2:73][N:3]2[C:4](=[O:26])[C:5]([CH2:11][C:12]3[CH:17]=[CH:16][C:15]([C:18]4[C:19]([C:24]#[N:25])=[CH:20][CH:21]=[CH:22][CH:23]=4)=[CH:14][CH:13]=3)=[C:6]([CH2:8][CH2:9][CH3:10])[N:7]=[C:2]2[CH3:1])=[N:71][CH:72]=1)([C:61]([CH3:64])([CH3:63])[CH3:62])([CH3:59])[CH3:60]. (3) Given the reactants [C:1]([C:3]1[C:4]([CH3:13])=[N:5][C:6]2[N:7]([N:10]=[CH:11][N:12]=2)[C:8]=1[NH2:9])#[CH:2].Br[C:15]1[CH:20]=[CH:19][C:18]([C:21]([CH3:27])([CH3:26])[C:22]([O:24][CH3:25])=[O:23])=[CH:17][CH:16]=1.C(N(CC)CC)C, predict the reaction product. The product is: [NH2:9][C:8]1[N:7]2[N:10]=[CH:11][N:12]=[C:6]2[N:5]=[C:4]([CH3:13])[C:3]=1[C:1]#[C:2][C:15]1[CH:20]=[CH:19][C:18]([C:21]([CH3:27])([CH3:26])[C:22]([O:24][CH3:25])=[O:23])=[CH:17][CH:16]=1. (4) Given the reactants [C:1]([C:3]1[CH:4]=[CH:5][C:6]2[N:10]=[CH:9][N:8]([C:11]3[N:16]=[C:15]4[N:17]([C@@H:28]([C:30]5[CH:31]=[N:32][CH:33]=[CH:34][CH:35]=5)[CH3:29])[C:18](=[O:27])[N:19](C(OC(C)(C)C)=O)[C:14]4=[CH:13][CH:12]=3)[C:7]=2[CH:36]=1)#[N:2].C(O)(C(F)(F)F)=O, predict the reaction product. The product is: [O:27]=[C:18]1[N:17]([C@@H:28]([C:30]2[CH:31]=[N:32][CH:33]=[CH:34][CH:35]=2)[CH3:29])[C:15]2=[N:16][C:11]([N:8]3[C:7]4[CH:36]=[C:3]([C:1]#[N:2])[CH:4]=[CH:5][C:6]=4[N:10]=[CH:9]3)=[CH:12][CH:13]=[C:14]2[NH:19]1. (5) Given the reactants Br[C:2]1[S:6][C:5]([C:7]([N:9]([CH3:16])[C:10]2[CH:15]=[CH:14][CH:13]=[CH:12][CH:11]=2)=[O:8])=[CH:4][CH:3]=1.[CH3:17][O:18][C:19]1[CH:20]=[C:21](B(O)O)[CH:22]=[CH:23][CH:24]=1, predict the reaction product. The product is: [CH3:17][O:18][C:19]1[CH:24]=[C:23]([C:2]2[S:6][C:5]([C:7]([N:9]([CH3:16])[C:10]3[CH:15]=[CH:14][CH:13]=[CH:12][CH:11]=3)=[O:8])=[CH:4][CH:3]=2)[CH:22]=[CH:21][CH:20]=1. (6) Given the reactants [NH+]1C=CC=CC=1.C1C=C[NH+]=CC=1.[O-][Cr](Cl)(=O)=O.[Br:18][C:19]1[CH:20]=[C:21]([CH2:27][OH:28])[CH:22]=[C:23]([Br:26])[C:24]=1[Cl:25], predict the reaction product. The product is: [Br:18][C:19]1[CH:20]=[C:21]([CH:22]=[C:23]([Br:26])[C:24]=1[Cl:25])[CH:27]=[O:28]. (7) Given the reactants [F:1][C:2]1[CH:3]=[C:4]([C@H:8]2[CH2:12][CH2:11][CH2:10][N:9]2[C:13]2[CH:18]=[CH:17][N:16]3[N:19]=[CH:20][C:21]([C:22](O)=[O:23])=[C:15]3[N:14]=2)[CH:5]=[N:6][CH:7]=1.[NH2:25][C:26]([CH3:30])([CH3:29])[C:27]#[N:28], predict the reaction product. The product is: [C:27]([C:26]([NH:25][C:22]([C:21]1[CH:20]=[N:19][N:16]2[CH:17]=[CH:18][C:13]([N:9]3[CH2:10][CH2:11][CH2:12][C@@H:8]3[C:4]3[CH:5]=[N:6][CH:7]=[C:2]([F:1])[CH:3]=3)=[N:14][C:15]=12)=[O:23])([CH3:30])[CH3:29])#[N:28]. (8) Given the reactants C([O:8][C:9]1[C:10]([NH:23][C:24]2[S:25][CH:26]=[C:27]([CH3:29])[N:28]=2)=[N:11][CH:12]=[C:13]([S:15][CH2:16][C:17]2[CH:22]=[CH:21][CH:20]=[CH:19][N:18]=2)[CH:14]=1)C1C=CC=CC=1.[ClH:30].NCCS.Cl, predict the reaction product. The product is: [ClH:30].[ClH:30].[CH3:29][C:27]1[N:28]=[C:24]([NH:23][C:10]2[C:9]([OH:8])=[CH:14][C:13]([S:15][CH2:16][C:17]3[CH:22]=[CH:21][CH:20]=[CH:19][N:18]=3)=[CH:12][N:11]=2)[S:25][CH:26]=1.